Dataset: Forward reaction prediction with 1.9M reactions from USPTO patents (1976-2016). Task: Predict the product of the given reaction. (1) Given the reactants [CH2:1]([N:5]1[C:10](=[O:11])[C:9]([CH2:12]OS(C)(=O)=O)=[CH:8][C:7]([C:18]2[CH:23]=[CH:22][C:21]([CH3:24])=[CH:20][CH:19]=2)=[N:6]1)[CH:2]([CH3:4])[CH3:3].[CH2:25]([NH:27][CH2:28][CH3:29])[CH3:26], predict the reaction product. The product is: [CH2:25]([N:27]([CH2:12][C:9]1[C:10](=[O:11])[N:5]([CH2:1][CH:2]([CH3:4])[CH3:3])[N:6]=[C:7]([C:18]2[CH:23]=[CH:22][C:21]([CH3:24])=[CH:20][CH:19]=2)[CH:8]=1)[CH2:28][CH3:29])[CH3:26]. (2) The product is: [CH:1]1([C:4]2[NH:8][N:7]=[C:6]([N:9]3[C:10]4=[N:11][C:12]([NH:17][C@H:18]([C:20]5[CH:21]=[CH:22][C:23]([F:26])=[CH:24][CH:25]=5)[CH3:19])=[CH:13][CH:14]=[C:15]4[N:16]=[CH:27]3)[CH:5]=2)[CH2:3][CH2:2]1. Given the reactants [CH:1]1([C:4]2[NH:8][N:7]=[C:6]([NH:9][C:10]3[C:15]([NH2:16])=[CH:14][CH:13]=[C:12]([NH:17][C@H:18]([C:20]4[CH:25]=[CH:24][C:23]([F:26])=[CH:22][CH:21]=4)[CH3:19])[N:11]=3)[CH:5]=2)[CH2:3][CH2:2]1.[C:27](O)(=O)C.C(N)=N.C([O-])(O)=O.[Na+].CCOC(C)=O, predict the reaction product. (3) Given the reactants [CH3:1][O:2][C:3]1[CH:4]=[C:5]([CH:19]=[CH:20][CH:21]=1)[CH2:6][NH:7][C:8]([C:10]1[C:11]2[CH:12]=[CH:13][NH:14][C:15]=2[CH:16]=[CH:17][CH:18]=1)=[O:9].Cl[C:23]1[N:28]=[C:27]([NH2:29])[N:26]=[C:25]([NH2:30])[CH:24]=1.NC1N=C(N2C3C=CC=C(C(NCC4C=CC=CC=4Cl)=O)C=3C=C2)C=CN=1, predict the reaction product. The product is: [NH2:29][C:27]1[N:28]=[C:23]([N:14]2[C:15]3[CH:16]=[CH:17][CH:18]=[C:10]([C:8]([NH:7][CH2:6][C:5]4[CH:19]=[CH:20][CH:21]=[C:3]([O:2][CH3:1])[CH:4]=4)=[O:9])[C:11]=3[CH:12]=[CH:13]2)[CH:24]=[C:25]([NH2:30])[N:26]=1. (4) Given the reactants [Cl:1][C:2]1[C:7]([O:8][CH3:9])=[C:6]([O:10]CC2C=CC=CC=2)[CH:5]=[C:4]([Cl:18])[C:3]=1[NH:19][C:20]1[CH:25]=[CH:24][CH:23]=[CH:22][C:21]=1[CH2:26][C:27]([OH:29])=[O:28], predict the reaction product. The product is: [Cl:1][C:2]1[C:7]([O:8][CH3:9])=[C:6]([OH:10])[CH:5]=[C:4]([Cl:18])[C:3]=1[NH:19][C:20]1[CH:25]=[CH:24][CH:23]=[CH:22][C:21]=1[CH2:26][C:27]([OH:29])=[O:28]. (5) Given the reactants C[Si]([N-][Si](C)(C)C)(C)C.[Li+].O1CCCC1.[CH3:16][O:17][C:18]1[N:23]2[N:24]=[C:25]([C:27]([F:33])([F:32])[C:28]([F:31])([F:30])[F:29])[CH:26]=[C:22]2[C:21]([C:34](=[O:37])[CH2:35][CH3:36])=[CH:20][CH:19]=1.Br[CH2:39][C:40]([O:42][C:43]([CH3:46])([CH3:45])[CH3:44])=[O:41], predict the reaction product. The product is: [CH3:16][O:17][C:18]1[N:23]2[N:24]=[C:25]([C:27]([F:33])([F:32])[C:28]([F:29])([F:30])[F:31])[CH:26]=[C:22]2[C:21]([C:34](=[O:37])[CH:35]([CH3:36])[CH2:39][C:40]([O:42][C:43]([CH3:46])([CH3:45])[CH3:44])=[O:41])=[CH:20][CH:19]=1. (6) Given the reactants [F:1][C:2]1[CH:11]=[C:10]([F:12])[CH:9]=[CH:8][C:3]=1[C:4](=[N:6][OH:7])[NH2:5].N1C=CC=CC=1.Cl[C:20](=O)[C:21]([O:23][CH2:24][CH3:25])=[O:22], predict the reaction product. The product is: [F:1][C:2]1[CH:11]=[C:10]([F:12])[CH:9]=[CH:8][C:3]=1[C:4]1[N:5]=[C:20]([C:21]([O:23][CH2:24][CH3:25])=[O:22])[O:7][N:6]=1. (7) Given the reactants [CH3:1][N:2]1[C:10]2[C:5](=[CH:6][C:7]([C:11]3[S:15][C:14]([C:16]4[CH:17]=[C:18]([NH2:22])[CH:19]=[N:20][CH:21]=4)=[CH:13][CH:12]=3)=[CH:8][CH:9]=2)[CH:4]=[CH:3]1.[F:23][C:24]1[CH:29]=[C:28]([F:30])[CH:27]=[CH:26][C:25]=1[S:31](Cl)(=[O:33])=[O:32], predict the reaction product. The product is: [F:23][C:24]1[CH:29]=[C:28]([F:30])[CH:27]=[CH:26][C:25]=1[S:31]([NH:22][C:18]1[CH:19]=[N:20][CH:21]=[C:16]([C:14]2[S:15][C:11]([C:7]3[CH:6]=[C:5]4[C:10](=[CH:9][CH:8]=3)[N:2]([CH3:1])[CH:3]=[CH:4]4)=[CH:12][CH:13]=2)[CH:17]=1)(=[O:33])=[O:32]. (8) Given the reactants [Cl:1][C:2]1[CH:21]=[CH:20][C:5]([CH2:6][N:7]2[C:15]3[C:10](=[CH:11][CH:12]=[CH:13][CH:14]=3)[C:9]([CH3:16])=[C:8]2[C:17]([OH:19])=O)=[CH:4][CH:3]=1.CCN(C(C)C)C(C)C.CN(C(ON1N=NC2C=CC=NC1=2)=[N+](C)C)C.F[P-](F)(F)(F)(F)F.[CH2:55]([NH:62][C:63]([CH:65]1[CH2:70][CH2:69][NH:68][CH2:67][CH2:66]1)=[O:64])[C:56]1[CH:61]=[CH:60][CH:59]=[CH:58][CH:57]=1, predict the reaction product. The product is: [CH2:55]([NH:62][C:63]([CH:65]1[CH2:70][CH2:69][N:68]([C:17]([C:8]2[N:7]([CH2:6][C:5]3[CH:4]=[CH:3][C:2]([Cl:1])=[CH:21][CH:20]=3)[C:15]3[C:10]([C:9]=2[CH3:16])=[CH:11][CH:12]=[CH:13][CH:14]=3)=[O:19])[CH2:67][CH2:66]1)=[O:64])[C:56]1[CH:57]=[CH:58][CH:59]=[CH:60][CH:61]=1. (9) Given the reactants Cl[C:2]1[C:10]2[C:6](=[CH:7][S:8][CH:9]=2)[NH:5][C:4](=[O:11])[C:3]=1[C:12]#[N:13].[N:14]1([C:20]([C:22]2[S:23][CH:24]=[CH:25][CH:26]=2)=[O:21])[CH2:19][CH2:18][NH:17][CH2:16][CH2:15]1, predict the reaction product. The product is: [O:11]=[C:4]1[C:3]([C:12]#[N:13])=[C:2]([N:17]2[CH2:18][CH2:19][N:14]([C:20]([C:22]3[S:23][CH:24]=[CH:25][CH:26]=3)=[O:21])[CH2:15][CH2:16]2)[C:10]2[C:6](=[CH:7][S:8][CH:9]=2)[NH:5]1. (10) The product is: [Br:2][C:3]1[CH:4]=[C:5]([NH:9][CH:10]([C:13]2[CH:18]=[CH:17][CH:16]=[CH:15][C:14]=2[Cl:19])[C:11]([NH2:12])=[O:23])[CH:6]=[N:7][CH:8]=1. Given the reactants Cl.[Br:2][C:3]1[CH:4]=[C:5]([NH:9][CH:10]([C:13]2[CH:18]=[CH:17][CH:16]=[CH:15][C:14]=2[Cl:19])[C:11]#[N:12])[CH:6]=[N:7][CH:8]=1.O.CC(=O)[O:23]CC, predict the reaction product.